From a dataset of Full USPTO retrosynthesis dataset with 1.9M reactions from patents (1976-2016). Predict the reactants needed to synthesize the given product. (1) The reactants are: Cl[C:2]1[CH:3]=[CH:4][C:5]([F:11])=[C:6]([CH:10]=1)[C:7]([NH2:9])=[O:8].[Cl:12]C1C=CC(C(O)=O)=C(F)C=1. Given the product [Cl:12][C:3]1[CH:2]=[CH:10][C:6]([C:7]([NH2:9])=[O:8])=[C:5]([F:11])[CH:4]=1, predict the reactants needed to synthesize it. (2) Given the product [OH:2][C:3]1[CH:8]=[CH:7][CH:6]=[CH:5][C:4]=1[CH2:9][CH2:10][NH:11][S:12]([C:15]1[CH:16]=[CH:17][C:18]([CH3:21])=[CH:19][CH:20]=1)(=[O:14])=[O:13], predict the reactants needed to synthesize it. The reactants are: C[O:2][C:3]1[CH:8]=[CH:7][CH:6]=[CH:5][C:4]=1[CH2:9][CH2:10][NH:11][S:12]([C:15]1[CH:20]=[CH:19][C:18]([CH3:21])=[CH:17][CH:16]=1)(=[O:14])=[O:13].FC1C=CC(OC2C=CC(S(NCCC3C=CC=CC=3O)(=O)=O)=CC=2)=CC=1. (3) Given the product [NH2:25][C:26]1[C:31]([C:32]([F:33])([F:34])[F:35])=[CH:30][C:29]([CH2:36][C@@H:37]([OH:41])[C:38]([OH:40])=[O:39])=[CH:28][C:27]=1[Cl:42], predict the reactants needed to synthesize it. The reactants are: B(Cl)([C@H]1[C@H](C)C2C(C)(C)C(CC2)C1)[C@H]1[C@H](C)C2C(C)(C)C(CC2)C1.[NH2:25][C:26]1[C:31]([C:32]([F:35])([F:34])[F:33])=[CH:30][C:29](/[CH:36]=[C:37](/[OH:41])\[C:38]([OH:40])=[O:39])=[CH:28][C:27]=1[Cl:42].C(N(CC)CC)C. (4) Given the product [O:1]1[C:5]2[CH:6]=[CH:7][C:8]([C:10]3[C:18]4[C:13](=[CH:14][CH:15]=[C:16]([C:19]([NH:21][C@@H:22]5[CH2:27][CH2:26][CH2:25][N:24]([CH2:34][C:29]6[CH:30]=[CH:31][CH:32]=[CH:33][N:28]=6)[CH2:23]5)=[O:20])[CH:17]=4)[NH:12][N:11]=3)=[CH:9][C:4]=2[CH2:3][CH2:2]1, predict the reactants needed to synthesize it. The reactants are: [O:1]1[C:5]2[CH:6]=[CH:7][C:8]([C:10]3[C:18]4[C:13](=[CH:14][CH:15]=[C:16]([C:19]([NH:21][C@@H:22]5[CH2:27][CH2:26][CH2:25][NH:24][CH2:23]5)=[O:20])[CH:17]=4)[NH:12][N:11]=3)=[CH:9][C:4]=2[CH2:3][CH2:2]1.[N:28]1[CH:33]=[CH:32][CH:31]=[CH:30][C:29]=1[CH:34]=O.C(O[BH-](OC(=O)C)OC(=O)C)(=O)C.[Na+]. (5) Given the product [Cl:21][C:22]1[CH:27]=[C:26]([C:2]2[CH:7]=[CH:6][C:5]([C:8]3[NH:12][C:11]4[CH:13]=[C:14]([S:17]([CH3:20])(=[O:19])=[O:18])[CH:15]=[CH:16][C:10]=4[N:9]=3)=[CH:4][CH:3]=2)[CH:25]=[CH:24][CH:23]=1, predict the reactants needed to synthesize it. The reactants are: Br[C:2]1[CH:7]=[CH:6][C:5]([C:8]2[NH:12][C:11]3[CH:13]=[C:14]([S:17]([CH3:20])(=[O:19])=[O:18])[CH:15]=[CH:16][C:10]=3[N:9]=2)=[CH:4][CH:3]=1.[Cl:21][C:22]1[CH:23]=[C:24](B(O)O)[CH:25]=[CH:26][CH:27]=1. (6) Given the product [Cl:1][C:2]1[CH:3]=[C:4]([C:14]([OH:16])=[O:15])[C:5]2[CH:6]=[N:7][N:8]([CH:11]([CH3:12])[CH3:13])[C:9]=2[CH:10]=1, predict the reactants needed to synthesize it. The reactants are: [Cl:1][C:2]1[CH:3]=[C:4]([C:14]([O:16]C)=[O:15])[C:5]2[CH:6]=[N:7][N:8]([CH:11]([CH3:13])[CH3:12])[C:9]=2[CH:10]=1.[OH-].[Na+].